This data is from Full USPTO retrosynthesis dataset with 1.9M reactions from patents (1976-2016). The task is: Predict the reactants needed to synthesize the given product. (1) Given the product [NH2:20][C:21]1[CH:30]=[CH:29][C:24]2[N:25]=[C:26]([S:28][CH2:3][C:4]([NH:6][CH2:7][CH2:8][N:9]([CH2:11][C:12]3[CH:17]=[CH:16][C:15]([Cl:18])=[C:14]([Cl:19])[CH:13]=3)[CH3:10])=[O:5])[S:27][C:23]=2[CH:22]=1, predict the reactants needed to synthesize it. The reactants are: Br.Br[CH2:3][C:4]([NH:6][CH2:7][CH2:8][N:9]([CH2:11][C:12]1[CH:17]=[CH:16][C:15]([Cl:18])=[C:14]([Cl:19])[CH:13]=1)[CH3:10])=[O:5].[NH2:20][C:21]1[CH:30]=[CH:29][C:24]2[N:25]=[C:26]([SH:28])[S:27][C:23]=2[CH:22]=1. (2) The reactants are: [ClH:1].Br[C:3]1[CH:25]=[CH:24][C:6]([CH2:7][O:8][C:9]2[CH:10]=[C:11]3[C:16](=[CH:17][CH:18]=2)[CH2:15][CH:14]([CH2:19][CH2:20][N:21]([CH3:23])[CH3:22])[CH2:13][CH2:12]3)=[CH:5][CH:4]=1.[C:26]1(C)[CH:31]=[CH:30][CH:29]=[CH:28][CH:27]=1.[CH2:33]([OH:35])C.[C:36](=O)([O-])[O-:37].[Na+].[Na+]. Given the product [ClH:1].[CH3:36][O:37][C:26]1[CH:31]=[C:30]([O:35][CH3:33])[CH:29]=[CH:28][C:27]=1[C:3]1[CH:25]=[CH:24][C:6]([CH2:7][O:8][C:9]2[CH:10]=[C:11]3[C:16](=[CH:17][CH:18]=2)[CH2:15][CH:14]([CH2:19][CH2:20][N:21]([CH3:23])[CH3:22])[CH2:13][CH2:12]3)=[CH:5][CH:4]=1, predict the reactants needed to synthesize it. (3) The reactants are: Br[C:2]1[CH:15]=[CH:14][C:13]([C:16]([F:19])([F:18])[F:17])=[CH:12][C:3]=1[CH2:4][N:5]([CH2:10][CH3:11])[C:6]([NH:8][CH3:9])=[O:7].[B:20]1([B:20]2[O:24][C:23]([CH3:26])([CH3:25])[C:22]([CH3:28])([CH3:27])[O:21]2)[O:24][C:23]([CH3:26])([CH3:25])[C:22]([CH3:28])([CH3:27])[O:21]1. Given the product [CH2:10]([N:5]([CH2:4][C:3]1[CH:12]=[C:13]([C:16]([F:19])([F:18])[F:17])[CH:14]=[CH:15][C:2]=1[B:20]1[O:24][C:23]([CH3:26])([CH3:25])[C:22]([CH3:28])([CH3:27])[O:21]1)[C:6]([NH:8][CH3:9])=[O:7])[CH3:11], predict the reactants needed to synthesize it. (4) Given the product [Cl:1][C:2]1[CH:7]=[CH:6][C:5]([C:10]([F:17])([F:16])[C:11]([O:13][CH2:14][CH3:15])=[O:12])=[CH:4][CH:3]=1, predict the reactants needed to synthesize it. The reactants are: [Cl:1][C:2]1[CH:7]=[CH:6][C:5](I)=[CH:4][CH:3]=1.Br[C:10]([F:17])([F:16])[C:11]([O:13][CH2:14][CH3:15])=[O:12]. (5) Given the product [Cl:6][C:7]1[C:8]2[N:9]([C:13]([C@H:16]3[CH2:17][CH2:18][C@H:19]([CH2:22][OH:23])[CH2:20][CH2:21]3)=[N:14][CH:15]=2)[CH:10]=[CH:11][N:12]=1, predict the reactants needed to synthesize it. The reactants are: C1COCC1.[Cl:6][C:7]1[C:8]2[N:9]([C:13]([C@H:16]3[CH2:21][CH2:20][C@H:19]([C:22](OC)=[O:23])[CH2:18][CH2:17]3)=[N:14][CH:15]=2)[CH:10]=[CH:11][N:12]=1.[H-].[H-].[H-].[H-].[Li+].[Al+3].